From a dataset of Forward reaction prediction with 1.9M reactions from USPTO patents (1976-2016). Predict the product of the given reaction. (1) Given the reactants [C:1]([C:3]1[CH:8]=[CH:7][N:6]=[CH:5][CH:4]=1)#[N:2].[CH:9]([C:12]1[CH:18]=[CH:17][C:15]([NH2:16])=[CH:14][CH:13]=1)([CH3:11])[CH3:10].[K+].[Br-], predict the reaction product. The product is: [CH:9]([C:12]1[CH:18]=[CH:17][C:15]([NH:16][C:1]([C:3]2[CH:8]=[CH:7][N:6]=[CH:5][CH:4]=2)=[NH:2])=[CH:14][CH:13]=1)([CH3:11])[CH3:10]. (2) Given the reactants [C:1]1([C:10]2[CH:15]=[CH:14][CH:13]=[CH:12][CH:11]=2)[CH:6]=[CH:5][C:4]([CH2:7][CH2:8][NH2:9])=[CH:3][CH:2]=1.[Cl:16][C:17]1[CH:18]=[C:19]([CH:22]=[CH:23][C:24]=1[Cl:25])[CH:20]=O.C(O[BH-](OC(=O)C)OC(=O)C)(=O)C.[Na+], predict the reaction product. The product is: [C:1]1([C:10]2[CH:11]=[CH:12][CH:13]=[CH:14][CH:15]=2)[CH:2]=[CH:3][C:4]([CH2:7][CH2:8][NH:9][CH2:20][C:19]2[CH:22]=[CH:23][C:24]([Cl:25])=[C:17]([Cl:16])[CH:18]=2)=[CH:5][CH:6]=1. (3) Given the reactants [CH3:1][O:2][C:3]1[CH:4]=[C:5]2[C:10](=[CH:11][C:12]=1[O:13][CH3:14])[C@@H:9]([CH3:15])[N:8]([C:16]([C:18]1[C:19]([CH2:28][C:29]3[CH:34]=[CH:33][CH:32]=[CH:31][C:30]=3[F:35])=[N:20][C:21]3[C:26]([CH:27]=1)=[CH:25][CH:24]=[CH:23][CH:22]=3)=[O:17])[CH2:7][CH2:6]2, predict the reaction product. The product is: [CH3:1][O:2][C:3]1[CH:4]=[C:5]2[C:10](=[CH:11][C:12]=1[O:13][CH3:14])[C@@H:9]([CH3:15])[N:8]([C:16]([CH:18]1[CH2:27][C:26]3[C:21](=[CH:22][CH:23]=[CH:24][CH:25]=3)[NH:20][CH:19]1[CH2:28][C:29]1[CH:34]=[CH:33][CH:32]=[CH:31][C:30]=1[F:35])=[O:17])[CH2:7][CH2:6]2. (4) Given the reactants [C:1]([C:3]1([C:16]2[CH:21]=[C:20]([CH2:22][OH:23])[CH:19]=[CH:18][N:17]=2)[CH2:8][CH2:7][N:6]([C:9]([O:11][C:12]([CH3:15])([CH3:14])[CH3:13])=[O:10])[CH2:5][CH2:4]1)#[N:2].OI1(=O)C2C=CC=CC=2C(=O)O1, predict the reaction product. The product is: [C:1]([C:3]1([C:16]2[CH:21]=[C:20]([CH:22]=[O:23])[CH:19]=[CH:18][N:17]=2)[CH2:8][CH2:7][N:6]([C:9]([O:11][C:12]([CH3:15])([CH3:14])[CH3:13])=[O:10])[CH2:5][CH2:4]1)#[N:2]. (5) Given the reactants [CH:1]1([CH2:4][NH2:5])[CH2:3][CH2:2]1.C(N(CC)C(C)C)(C)C.[Br:15][C:16]1[N:20]=[C:19](Br)[N:18]([CH2:22][CH:23]([CH3:25])[CH3:24])[N:17]=1, predict the reaction product. The product is: [Br:15][C:16]1[N:20]=[C:19]([NH:5][CH2:4][CH:1]2[CH2:3][CH2:2]2)[N:18]([CH2:22][CH:23]([CH3:25])[CH3:24])[N:17]=1. (6) Given the reactants CN(/[CH:4]=[N:5]/[C:6](=O)[C:7]1[CH:12]=[C:11]([N+:13]([O-:15])=[O:14])[C:10]([O:16][CH3:17])=[C:9]([O:18][CH3:19])[CH:8]=1)C.[C:21]([C:24]1[C:25]([C:31]([F:34])([F:33])[F:32])=[N+:26]([O-:30])[CH:27]=[CH:28][CH:29]=1)(=[NH:23])[NH2:22], predict the reaction product. The product is: [CH3:19][O:18][C:9]1[CH:8]=[C:7]([C:6]2[N:5]=[CH:4][N:22]=[C:21]([C:24]3[C:25]([C:31]([F:32])([F:34])[F:33])=[N+:26]([O-:30])[CH:27]=[CH:28][CH:29]=3)[N:23]=2)[CH:12]=[C:11]([N+:13]([O-:15])=[O:14])[C:10]=1[O:16][CH3:17]. (7) Given the reactants CS(O[CH2:6][CH:7]1[N:18]2[C:19]3[C:10](=[C:11]([F:21])[CH:12]=[N:13][C:14]=3[CH:15]=[CH:16][C:17]2=[O:20])[CH2:9][CH2:8]1)(=O)=O.[C:22]([O:26][C:27](=[O:36])[NH:28][C@H:29]1[CH2:34][CH2:33][NH:32][CH2:31][C@H:30]1[OH:35])([CH3:25])([CH3:24])[CH3:23], predict the reaction product. The product is: [F:21][C:11]1[CH:12]=[N:13][C:14]2[CH:15]=[CH:16][C:17](=[O:20])[N:18]3[CH:7]([CH2:6][N:32]4[CH2:33][CH2:34][C@H:29]([NH:28][C:27](=[O:36])[O:26][C:22]([CH3:23])([CH3:24])[CH3:25])[C@H:30]([OH:35])[CH2:31]4)[CH2:8][CH2:9][C:10]=1[C:19]=23.